This data is from M1 muscarinic receptor agonist screen with 61,833 compounds. The task is: Binary Classification. Given a drug SMILES string, predict its activity (active/inactive) in a high-throughput screening assay against a specified biological target. (1) The result is 0 (inactive). The drug is S(=O)(=O)(N1CCC(CC1)C(O)=O)/C=C\c1ccc(cc1)C. (2) The result is 0 (inactive). The molecule is Clc1c(NCC(O)CNc2nc(cc(n2)C)C)cccc1.